Dataset: Antibody developability classification from SAbDab with 2,409 antibodies. Task: Regression/Classification. Given an antibody's heavy chain and light chain sequences, predict its developability. TAP uses regression for 5 developability metrics; SAbDab uses binary classification. The antibody is ['QVQLKQSGAELVRPGASVKLSCKASGYIFTDYYINWLKKRPGQGLEWIARIYPGSGHTYYNENFKDKATLTAEKSSSNVYMQLSSLTSEDSAVYFCARENFYGSSYVDWYFDVWGTGTTVTVSS', 'DIVMTQSQKFMSTSGGDRVSITCKTSQNVGTAVAWFQQKPGQSPKLLIYSASNRYTGVSDRFTGSGSGTEFIFTISYAQSEDLADYFCHQYSSYPLTFGAGTKLELK']. Result: 0 (not developable).